Dataset: Forward reaction prediction with 1.9M reactions from USPTO patents (1976-2016). Task: Predict the product of the given reaction. (1) Given the reactants [NH2:1][CH2:2][CH2:3][CH2:4][CH2:5][OH:6].[CH:7]1[C:12]2[C:13]3[C:24](=O)[C:23]4[CH:22]=[CH:21][CH:20]=[CH:19][C:18]=4[C:14]=3[O:15][C:16](=[O:17])[C:11]=2[CH:10]=[CH:9][CH:8]=1, predict the reaction product. The product is: [OH:6][CH2:5][CH2:4][CH2:3][CH2:2][N:1]1[C:24]2[C:23]3[CH:22]=[CH:21][CH:20]=[CH:19][C:18]=3[C:14](=[O:15])[C:13]=2[C:12]2[C:11](=[CH:10][CH:9]=[CH:8][CH:7]=2)[C:16]1=[O:17]. (2) Given the reactants [C:1]1([Mg]Br)[CH:6]=[CH:5][CH:4]=[CH:3][CH:2]=1.[NH2:9][C:10]1[C:18]2[C:13](=[N:14][C:15]([CH3:21])=[CH:16][C:17]=2[CH:19]=[O:20])[S:12][C:11]=1[C:22]([NH2:24])=[O:23], predict the reaction product. The product is: [NH2:9][C:10]1[C:18]2[C:13](=[N:14][C:15]([CH3:21])=[CH:16][C:17]=2[CH:19]([OH:20])[C:1]2[CH:6]=[CH:5][CH:4]=[CH:3][CH:2]=2)[S:12][C:11]=1[C:22]([NH2:24])=[O:23]. (3) The product is: [Cl:1][C:2]1[CH:3]=[C:4]([N:8]2[C:12]([CH2:13][NH:14][C:29]([NH:28][C:22]3[CH:23]=[CH:24][C:25]([CH2:26][OH:27])=[C:20]([F:19])[CH:21]=3)=[O:30])=[CH:11][C:10]([C:15]([F:16])([F:17])[F:18])=[N:9]2)[CH:5]=[CH:6][CH:7]=1. Given the reactants [Cl:1][C:2]1[CH:3]=[C:4]([N:8]2[C:12]([CH2:13][NH2:14])=[CH:11][C:10]([C:15]([F:18])([F:17])[F:16])=[N:9]2)[CH:5]=[CH:6][CH:7]=1.[F:19][C:20]1[CH:21]=[C:22]([NH:28][C:29](=O)[O:30]C2C=CC=CC=2)[CH:23]=[CH:24][C:25]=1[CH2:26][OH:27], predict the reaction product.